This data is from Forward reaction prediction with 1.9M reactions from USPTO patents (1976-2016). The task is: Predict the product of the given reaction. Given the reactants CSC.B.[F:5][C:6]1[CH:7]=[C:8]([CH2:13][C:14](O)=[O:15])[CH:9]=[CH:10][C:11]=1[F:12].CO, predict the reaction product. The product is: [F:5][C:6]1[CH:7]=[C:8]([CH2:13][CH2:14][OH:15])[CH:9]=[CH:10][C:11]=1[F:12].